From a dataset of Reaction yield outcomes from USPTO patents with 853,638 reactions. Predict the reaction yield, written as a fraction of the theoretical maximum amount of product (1.0 means a 100% yield; for example, 0.34 means a 34% yield). (1) The reactants are Br[C:2]1[C:3]2[N:4]([CH:9]=[CH:10][N:11]=2)[N:5]=[C:6]([Cl:8])[CH:7]=1.[CH3:12][N:13]1[CH2:18][CH2:17][N:16]([CH2:19][C:20]2[CH:21]=[CH:22][C:23]([NH2:26])=[N:24][CH:25]=2)[CH2:15][CH2:14]1.[H-].[Na+]. The catalyst is CN(C=O)C. The product is [Cl:8][C:6]1[CH:7]=[C:2]([NH:26][C:23]2[CH:22]=[CH:21][C:20]([CH2:19][N:16]3[CH2:15][CH2:14][N:13]([CH3:12])[CH2:18][CH2:17]3)=[CH:25][N:24]=2)[C:3]2[N:4]([CH:9]=[CH:10][N:11]=2)[N:5]=1. The yield is 0.490. (2) The reactants are [Br:1][C:2]1[CH:3]=[C:4]2[C:12](=[CH:13][CH:14]=1)[NH:11][C:10]1[CH:9]([NH2:15])[CH2:8][CH2:7][CH2:6][C:5]2=1.[C:16]1([N:22]=[C:23]=[O:24])[CH:21]=[CH:20][CH:19]=[CH:18][CH:17]=1. The catalyst is ClCCl. The product is [Br:1][C:2]1[CH:3]=[C:4]2[C:12](=[CH:13][CH:14]=1)[NH:11][C:10]1[CH:9]([NH:15][C:23]([NH:22][C:16]3[CH:21]=[CH:20][CH:19]=[CH:18][CH:17]=3)=[O:24])[CH2:8][CH2:7][CH2:6][C:5]2=1. The yield is 0.620. (3) The reactants are [N+:1](/[CH:4]=[CH:5]/[C:6]1[CH:19]=[CH:18][C:9]([CH2:10][O:11][C:12]2[CH:17]=[CH:16][CH:15]=[CH:14][N:13]=2)=[CH:8][CH:7]=1)([O-:3])=[O:2].C(O)(=O)C.[BH4-].[Na+]. The catalyst is CS(C)=O. The product is [N+:1]([CH2:4][CH2:5][C:6]1[CH:19]=[CH:18][C:9]([CH2:10][O:11][C:12]2[CH:17]=[CH:16][CH:15]=[CH:14][N:13]=2)=[CH:8][CH:7]=1)([O-:3])=[O:2]. The yield is 0.771. (4) The reactants are O.[OH-].[Li+].[CH3:4][O:5][C:6]1[CH:11]=[C:10]([O:12][CH3:13])[CH:9]=[CH:8][C:7]=1[NH:14][C:15]([NH:17][C:18]1[C:19]([C:28]([NH:30][C@@H:31]([CH:36]2[CH2:41][CH2:40][CH2:39][CH2:38][CH2:37]2)[C:32]([O:34]C)=[O:33])=[O:29])=[CH:20][C:21]2[C:26]([CH:27]=1)=[CH:25][CH:24]=[CH:23][CH:22]=2)=[O:16].O.Cl. The catalyst is O1CCOCC1. The product is [CH3:4][O:5][C:6]1[CH:11]=[C:10]([O:12][CH3:13])[CH:9]=[CH:8][C:7]=1[NH:14][C:15]([NH:17][C:18]1[C:19]([C:28]([NH:30][C@@H:31]([CH:36]2[CH2:37][CH2:38][CH2:39][CH2:40][CH2:41]2)[C:32]([OH:34])=[O:33])=[O:29])=[CH:20][C:21]2[C:26]([CH:27]=1)=[CH:25][CH:24]=[CH:23][CH:22]=2)=[O:16]. The yield is 0.180. (5) The reactants are [NH2:1][CH2:2][CH:3]1[O:7][C:6](=[O:8])[N:5]([C:9]2[CH:18]=[C:17]3[C:12]([CH:13]=[C:14]([C:20]4[CH:25]=[CH:24][CH:23]=[CH:22][C:21]=4[C:26]([F:29])([F:28])[F:27])[NH:15][C:16]3=[O:19])=[CH:11][CH:10]=2)[CH2:4]1.[C:30](Cl)(=[O:32])[CH3:31].Cl. The catalyst is N1C=CC=CC=1. The product is [O:8]=[C:6]1[N:5]([C:9]2[CH:18]=[C:17]3[C:12]([CH:13]=[C:14]([C:20]4[CH:25]=[CH:24][CH:23]=[CH:22][C:21]=4[C:26]([F:28])([F:27])[F:29])[NH:15][C:16]3=[O:19])=[CH:11][CH:10]=2)[CH2:4][CH:3]([CH2:2][NH:1][C:30](=[O:32])[CH3:31])[O:7]1. The yield is 0.710. (6) The reactants are N1CCCCC1C[OH:8].ClC1C2C(=CC(OC)=C(OC)C=2)N=CN=1.N1CCC(O)C1.ClC1C2C(=CC=CC=2)N=CC=1.[CH:41]([C:44]1[CH:49]=[CH:48][C:47]([N:50]=[C:51]=[O:52])=[CH:46][CH:45]=1)([CH3:43])[CH3:42].C[Si]([N-][Si](C)(C)C)(C)C.[Na+]. The catalyst is O1CCOCC1. The product is [CH:41]([C:44]1[CH:49]=[CH:48][C:47]([NH:50][C:51](=[O:8])[OH:52])=[CH:46][CH:45]=1)([CH3:43])[CH3:42]. The yield is 0.0800.